This data is from TCR-epitope binding with 47,182 pairs between 192 epitopes and 23,139 TCRs. The task is: Binary Classification. Given a T-cell receptor sequence (or CDR3 region) and an epitope sequence, predict whether binding occurs between them. The epitope is KLWAQCVQL. The TCR CDR3 sequence is CASSLWITDTQYF. Result: 1 (the TCR binds to the epitope).